Dataset: Antibody developability classification from SAbDab with 2,409 antibodies. Task: Regression/Classification. Given an antibody's heavy chain and light chain sequences, predict its developability. TAP uses regression for 5 developability metrics; SAbDab uses binary classification. (1) The antibody is ['EVKLEESGGGLVQPGGSMKLSCVVSGLTFSRFWMSWVRQSPEKGLEWVAEIRLKSDNYATHYAESVKGKFTISRDDSKSRLYLQMNSLRTEDTGIYYCKIYFYSFSYWGQGTLVTVSA', 'ELVMTQTPLSLPVSLGDQASISCRSSQSLVHSYGNTFLNWYLQKSGQSPKLLIYKVSNRFSGVPDRFSGSGSGTDFTLKISRVEAEDLGVYFCSQGTHVPYTFGGGTKLEIK']. Result: 0 (not developable). (2) Result: 1 (developable). The antibody is ['QVQLKESGPGLVAPSQSLSITCTVSGFSLTDYGVSWIRQPPGKGLEWLGVTWGGGTTYYNSALKSRLSISKDNSKSQVFLKMNSLQTDDTAMYYCAKHKASYNGLDYWGQGTTLTVSS', 'ELVLTQSPTTMAASPGEKITITCSASSSISSNYLHWYQQKPGFSPKLLIYRTSNLASGVPARFSGSGSGTSYSLTIGTMEAEDVATYYCQQGSSIPFTFGSGTKLEIK']. (3) The antibody is ['VKLLEQSGAELVKPGASVRLSCTASGFNIKDTYMSWVKQRPEQGLEWIGRIDPANGDTKYDPKFQGKATITADTSSNTAYLHLSSLTSGDTAVYYCSRGWEGFAYWGQGTLVTVSA', 'ELVMTQTPASLAVSLGQRATISCRASENVDRYGNSFMHWYQQKAGQPPKLLIYRASNLESGIPARFSGSGSRTDFTLTINPVEADDVATYFCQRSNEVPWTFGGGTKLEIK']. Result: 0 (not developable). (4) The antibody is ['EVQLVESGGGLVQPGGSLRLSCAASGFNLYYYSIHWVRQAPGKGLEWVASISPYSSSTSYADSVKGRFTISADTSKNTAYLQMNSLRAEDTAVYYCARGRWYRRALDYWGQGTLVTVSS', 'DIQMTQSPSSLSASVGDRVTITCRASQSVSSAVAWYQQKPGKAPKLLIYSASSLYSGVPSRFSGSRSGTDFTLTISSLQPEDFATYYCQQYPYYSSLITFGQGTKVEIK']. Result: 0 (not developable). (5) The antibody is ['QVQLVQSGAEVKKPGASVKVSCKASGYTFTGYYMHWVRQAPGQGLEWMGWINPNSGGTNYAQKFQGRVTMTRDTSISTAYMELSRLRSDDTAVYYCARSLGRDWFDPWGQGTLVTVSS', 'QSALTQPASVSGSPGQSITISCTGTSSDVGSYNLVSWYQQHPGKAPKLMIYEGSKRPSGVSNRFSGSKSGNTASLTISGLQAEDEADYYCCSYAGSVVFGGGTKLTVL']. Result: 0 (not developable).